From a dataset of Forward reaction prediction with 1.9M reactions from USPTO patents (1976-2016). Predict the product of the given reaction. (1) Given the reactants C([NH:8][CH2:9][CH2:10][C@H:11]([NH:22][S:23]([C:26]1[C:35]2[C:30](=[CH:31][CH:32]=[CH:33][CH:34]=2)[C:29]([CH3:36])=[CH:28][CH:27]=1)(=[O:25])=[O:24])[C:12](=[O:21])[NH:13][CH2:14][C:15]1[CH:20]=[CH:19][CH:18]=[CH:17][CH:16]=1)(OC(C)(C)C)=O.FC(F)(F)C(O)=O, predict the reaction product. The product is: [NH2:8][CH2:9][CH2:10][C@H:11]([NH:22][S:23]([C:26]1[C:35]2[C:30](=[CH:31][CH:32]=[CH:33][CH:34]=2)[C:29]([CH3:36])=[CH:28][CH:27]=1)(=[O:25])=[O:24])[C:12](=[O:21])[NH:13][CH2:14][C:15]1[CH:16]=[CH:17][CH:18]=[CH:19][CH:20]=1. (2) Given the reactants [Br:1][C:2]1[CH:10]=[C:9]2[C:5]([CH2:6][C:7]3([CH2:27][CH2:26][CH:25]([O:28][CH3:29])[CH2:24][CH2:23]3)[C:8]2([NH:16][S:17]([C:19]([CH3:22])([CH3:21])[CH3:20])=[O:18])[C:11]([O:13][CH2:14][CH3:15])=C)=[CH:4][CH:3]=1.[C-]#N.[K+].CC[OH:35], predict the reaction product. The product is: [Br:1][C:2]1[CH:10]=[C:9]2[C:5]([CH2:6][C:7]3([CH2:27][CH2:26][CH:25]([O:28][CH3:29])[CH2:24][CH2:23]3)[C:8]2([NH:16][S:17]([C:19]([CH3:21])([CH3:22])[CH3:20])=[O:18])[C:11]([O:13][CH2:14][CH3:15])=[O:35])=[CH:4][CH:3]=1. (3) The product is: [C:1]([O:4][C@@H:5]1[C@@H:9]([CH2:10][O:11][C:12](=[O:14])[CH3:13])[O:8][C@@H:7]([N:15]2[C:25]3[N:24]=[C:22]([NH2:23])[N:21]=[C:19]([O:20][CH2:45][C:46]4[CH:51]=[CH:50][CH:49]=[CH:48][CH:47]=4)[C:18]=3[N:17]=[CH:16]2)[CH2:6]1)(=[O:3])[CH3:2]. Given the reactants [C:1]([O:4][C@@H:5]1[C@@H:9]([CH2:10][O:11][C:12](=[O:14])[CH3:13])[O:8][C@@H:7]([N:15]2[C:25]3[N:24]=[C:22]([NH2:23])[NH:21][C:19](=[O:20])[C:18]=3[N:17]=[CH:16]2)[CH2:6]1)(=[O:3])[CH3:2].C1(P(C2C=CC=CC=2)C2C=CC=CC=2)C=CC=CC=1.[CH2:45](O)[C:46]1[CH:51]=[CH:50][CH:49]=[CH:48][CH:47]=1.CC(OC(/N=N/C(OC(C)C)=O)=O)C, predict the reaction product. (4) The product is: [CH3:1][O:2][C:3]([C@H:5]1[CH2:10][N:9]([S:11]([C:14]2[CH:15]=[C:16]3[C:20](=[CH:21][CH:22]=2)[CH2:19][CH2:18][CH:17]3[C:23]([OH:25])=[O:24])(=[O:13])=[O:12])[CH2:8][CH2:7][N:6]1[C:36]1[CH:41]=[CH:40][C:39]([C:42]([F:44])([F:43])[F:45])=[CH:38][N:37]=1)=[O:4]. Given the reactants [CH3:1][O:2][C:3]([CH:5]1[CH2:10][N:9]([S:11]([C:14]2[CH:15]=[C:16]3[C:20](=[CH:21][CH:22]=2)[CH2:19][CH2:18][CH:17]3[C:23]([O:25]CC2C=CC([N+]([O-])=O)=CC=2)=[O:24])(=[O:13])=[O:12])[CH2:8][CH2:7][N:6]1[C:36]1[CH:41]=[CH:40][C:39]([C:42]([F:45])([F:44])[F:43])=[CH:38][N:37]=1)=[O:4].C1CCC=CC=1.C(O)C, predict the reaction product. (5) Given the reactants [C:1](/[CH:3]=[CH:4]/[S:5]([C:8]1[CH:13]=[CH:12][C:11]([C:14]([CH3:19])([CH3:18])[C:15]([OH:17])=O)=[CH:10][CH:9]=1)(=[O:7])=[O:6])#[N:2].[CH2:20]1[C:29]2[C:24](=[CH:25][CH:26]=[CH:27][CH:28]=2)[CH2:23][CH2:22][NH:21]1.Cl.CN(C)CCCN=C=NCC.ON1C2C=CC=CC=2N=N1, predict the reaction product. The product is: [CH2:20]1[C:29]2[C:24](=[CH:25][CH:26]=[CH:27][CH:28]=2)[CH2:23][CH2:22][N:21]1[C:15](=[O:17])[C:14]([C:11]1[CH:10]=[CH:9][C:8]([S:5](/[CH:4]=[CH:3]/[C:1]#[N:2])(=[O:6])=[O:7])=[CH:13][CH:12]=1)([CH3:19])[CH3:18].